From a dataset of Full USPTO retrosynthesis dataset with 1.9M reactions from patents (1976-2016). Predict the reactants needed to synthesize the given product. (1) Given the product [F:33][C:2]([F:1])([F:34])[C:3]1[N:8]=[CH:7][C:6]([C:9]2[N:14]=[CH:13][N:12]=[C:11]([CH2:15][NH:16][C:17]([C@@H:19]3[CH2:20][C:21]4([CH2:23][CH2:22]4)[CH2:24][NH:25]3)=[O:18])[CH:10]=2)=[CH:5][CH:4]=1, predict the reactants needed to synthesize it. The reactants are: [F:1][C:2]([F:34])([F:33])[C:3]1[N:8]=[CH:7][C:6]([C:9]2[N:14]=[CH:13][N:12]=[C:11]([CH2:15][NH:16][C:17]([C@H:19]3[N:25](C(OC(C)(C)C)=O)[CH2:24][C:21]4([CH2:23][CH2:22]4)[CH2:20]3)=[O:18])[CH:10]=2)=[CH:5][CH:4]=1.Cl.O1CCOCC1. (2) Given the product [Cl:1][C:2]1[CH:3]=[C:4]2[C:8](=[CH:9][CH:10]=1)[C:7](=[O:11])[N:6]([CH2:12][CH:13]([C:19](=[O:20])[CH3:24])[C:14]([O:16][CH2:17][CH3:18])=[O:15])[C:5]2=[O:25], predict the reactants needed to synthesize it. The reactants are: [Cl:1][C:2]1[CH:3]=[C:4]2[C:8](=[CH:9][CH:10]=1)[C:7](=[O:11])[N:6]([CH2:12][CH:13]([C:19]1([CH3:24])OCC[O:20]1)[C:14]([O:16][CH2:17][CH3:18])=[O:15])[C:5]2=[O:25].O.C1(C)C=CC(S(O)(=O)=O)=CC=1. (3) Given the product [F:28][C:29]1[CH:34]=[CH:33][C:32]([C:2]2[S:6][C:5]([C:7]([NH:9][C:10]3[CH:15]=[CH:14][C:13]([O:16][CH3:17])=[C:12]([NH:18][C:19](=[O:27])[CH2:20][N:21]4[CH2:26][CH2:25][O:24][CH2:23][CH2:22]4)[CH:11]=3)=[O:8])=[CH:4][CH:3]=2)=[CH:31][CH:30]=1, predict the reactants needed to synthesize it. The reactants are: Br[C:2]1[S:6][C:5]([C:7]([NH:9][C:10]2[CH:15]=[CH:14][C:13]([O:16][CH3:17])=[C:12]([NH:18][C:19](=[O:27])[CH2:20][N:21]3[CH2:26][CH2:25][O:24][CH2:23][CH2:22]3)[CH:11]=2)=[O:8])=[CH:4][CH:3]=1.[F:28][C:29]1[CH:34]=[CH:33][C:32](B(O)O)=[CH:31][CH:30]=1.C(=O)([O-])[O-].[Na+].[Na+]. (4) Given the product [Br:18][CH2:8][C:6]1[C:5]([O:9][CH3:10])=[CH:4][N:3]=[C:2]([Cl:1])[N:7]=1, predict the reactants needed to synthesize it. The reactants are: [Cl:1][C:2]1[N:7]=[C:6]([CH3:8])[C:5]([O:9][CH3:10])=[CH:4][N:3]=1.C1C(=O)N([Br:18])C(=O)C1.CC(N=NC(C#N)(C)C)(C#N)C. (5) Given the product [O:35]=[C:33]1[N:1]([C@H:2]2[C@@H:11]([CH2:12][C:13]3[CH:18]=[CH:17][CH:16]=[CH:15][C:14]=3[F:19])[C:10]3[CH:9]=[C:8]([O:20][CH2:21][CH2:22][NH:23][S:24]([C:27]4[N:28]=[CH:29][N:30]([CH3:32])[CH:31]=4)(=[O:26])=[O:25])[CH:7]=[CH:6][C:5]=3[CH2:4][CH2:3]2)[C:8](=[O:20])[CH:7]2[CH:34]1[CH2:6]2, predict the reactants needed to synthesize it. The reactants are: [NH2:1][C@H:2]1[C@@H:11]([CH2:12][C:13]2[CH:18]=[CH:17][CH:16]=[CH:15][C:14]=2[F:19])[C:10]2[CH:9]=[C:8]([O:20][CH2:21][CH2:22][NH:23][S:24]([C:27]3[N:28]=[CH:29][N:30]([CH3:32])[CH:31]=3)(=[O:26])=[O:25])[CH:7]=[CH:6][C:5]=2[CH2:4][CH2:3]1.[C:33](Cl)(=[O:35])[CH3:34]. (6) Given the product [Cl:1][C:2]1[CH:31]=[C:30]([Cl:32])[CH:29]=[CH:28][C:3]=1[O:4][C:5]1[CH:10]=[CH:9][CH:8]=[CH:7][C:6]=1[NH:11][S:12]([C:15]1[CH:27]=[CH:26][C:18]([C:19]([NH:21][CH2:22][C:23](=[O:24])[NH:41][CH2:40][CH2:39][N:33]2[CH2:38][CH2:37][O:36][CH2:35][CH2:34]2)=[O:20])=[CH:17][CH:16]=1)(=[O:14])=[O:13], predict the reactants needed to synthesize it. The reactants are: [Cl:1][C:2]1[CH:31]=[C:30]([Cl:32])[CH:29]=[CH:28][C:3]=1[O:4][C:5]1[CH:10]=[CH:9][CH:8]=[CH:7][C:6]=1[NH:11][S:12]([C:15]1[CH:27]=[CH:26][C:18]([C:19]([NH:21][CH2:22][C:23](O)=[O:24])=[O:20])=[CH:17][CH:16]=1)(=[O:14])=[O:13].[N:33]1([CH2:39][CH2:40][NH2:41])[CH2:38][CH2:37][O:36][CH2:35][CH2:34]1. (7) Given the product [C:1]([CH:3]1[CH2:4][CH2:5][N:6]([C:9](=[O:35])[C@H:10]([NH:14][C:15]([C:17]2[C:25]3[C:20](=[N:21][CH:22]=[C:23]([C:44]#[C:43][Si:45]([CH3:48])([CH3:47])[CH3:46])[N:24]=3)[NH:19][CH:18]=2)=[O:16])[CH:11]2[CH2:13][CH2:12]2)[CH2:7][CH2:8]1)#[N:2], predict the reactants needed to synthesize it. The reactants are: [C:1]([CH:3]1[CH2:8][CH2:7][N:6]([C:9](=[O:35])[C@H:10]([NH:14][C:15]([C:17]2[C:25]3[C:20](=[N:21][CH:22]=[C:23](Br)[N:24]=3)[N:19](COCC[Si](C)(C)C)[CH:18]=2)=[O:16])[CH:11]2[CH2:13][CH2:12]2)[CH2:5][CH2:4]1)#[N:2].C(N(CC)CC)C.[C:43]([Si:45]([CH3:48])([CH3:47])[CH3:46])#[CH:44].